The task is: Predict the reactants needed to synthesize the given product.. This data is from Full USPTO retrosynthesis dataset with 1.9M reactions from patents (1976-2016). (1) Given the product [CH3:38][O:37][C:33]1[N:32]=[C:31]([CH2:30][O:25][C:22]2[CH:23]=[CH:24][C:19]([CH2:18][C:15]3[CH:14]=[C:13]([C:12]4[C:7]([NH2:6])=[N:8][C:9]([NH2:26])=[CH:10][CH:11]=4)[O:17][N:16]=3)=[CH:20][CH:21]=2)[CH:36]=[CH:35][CH:34]=1, predict the reactants needed to synthesize it. The reactants are: O1CCCC1.[NH2:6][C:7]1[C:12]([C:13]2[O:17][N:16]=[C:15]([CH2:18][C:19]3[CH:24]=[CH:23][C:22]([OH:25])=[CH:21][CH:20]=3)[CH:14]=2)=[CH:11][CH:10]=[C:9]([NH2:26])[N:8]=1.[OH-].[Na+].Cl[CH2:30][C:31]1[CH:36]=[CH:35][CH:34]=[C:33]([O:37][CH3:38])[N:32]=1. (2) Given the product [Cl:49][C:50]1[CH:70]=[CH:69][C:53]2[NH:54][C:55]([CH:57]([NH:68][C:5](=[O:7])[C:4]3[CH:8]=[CH:9][C:10]([C:11]([N:13]4[CH2:17][CH2:16][CH2:15][CH2:14]4)=[O:12])=[C:2]([CH3:1])[CH:3]=3)[CH2:58][C:59]3[CH:60]=[C:61]([CH3:67])[C:62]([OH:66])=[C:63]([CH3:65])[CH:64]=3)=[N:56][C:52]=2[CH:51]=1, predict the reactants needed to synthesize it. The reactants are: [CH3:1][C:2]1[CH:3]=[C:4]([CH:8]=[CH:9][C:10]=1[C:11]([N:13]1[CH2:17][CH2:16][CH2:15][CH2:14]1)=[O:12])[C:5]([OH:7])=O.CN(C(ON1N=NC2C=CC=CC1=2)=[N+](C)C)C.[B-](F)(F)(F)F.C(N(C(C)C)CC)(C)C.[Cl:49][C:50]1[CH:70]=[CH:69][C:53]2[NH:54][C:55]([CH:57]([NH2:68])[CH2:58][C:59]3[CH:64]=[C:63]([CH3:65])[C:62]([OH:66])=[C:61]([CH3:67])[CH:60]=3)=[N:56][C:52]=2[CH:51]=1.ClCl. (3) Given the product [C:20]([Si:17]([CH3:19])([CH3:18])[O:1][C:2]1[CH:7]=[CH:6][C:5]([CH2:8][CH:9]([O:13][CH3:14])[C:10]([OH:12])=[O:11])=[CH:4][C:3]=1[O:15][CH3:16])([CH3:23])([CH3:22])[CH3:21], predict the reactants needed to synthesize it. The reactants are: [OH:1][C:2]1[CH:7]=[CH:6][C:5]([CH2:8][CH:9]([O:13][CH3:14])[C:10]([OH:12])=[O:11])=[CH:4][C:3]=1[O:15][CH3:16].[Si:17](Cl)([C:20]([CH3:23])([CH3:22])[CH3:21])([CH3:19])[CH3:18].N1C=CN=C1.O. (4) Given the product [O:11]([C:8]1[CH:9]=[C:10]2[C:5]([CH2:4][CH2:3][CH2:2][NH:1]2)=[CH:6][CH:7]=1)[C:12]1[CH:17]=[CH:16][CH:15]=[CH:14][CH:13]=1, predict the reactants needed to synthesize it. The reactants are: [NH:1]1[C:10]2[C:5](=[CH:6][CH:7]=[C:8]([OH:11])[CH:9]=2)[CH2:4][CH2:3][CH2:2]1.[C:12]1(B(O)O)[CH:17]=[CH:16][CH:15]=[CH:14][CH:13]=1.C(N(CC)CC)C.